From a dataset of Reaction yield outcomes from USPTO patents with 853,638 reactions. Predict the reaction yield, written as a fraction of the theoretical maximum amount of product (1.0 means a 100% yield; for example, 0.34 means a 34% yield). (1) The reactants are [CH2:1]([NH:3][C:4]([C:6]1[CH:7]=[C:8]2[C:13](=[CH:14][CH:15]=1)[NH:12][C@@H:11]([CH3:16])[C@H:10]([CH3:17])[C@H:9]2[NH:18][C:19](=[O:28])[O:20][CH2:21][C:22]1[CH:27]=[CH:26][CH:25]=[CH:24][CH:23]=1)=[O:5])[CH3:2].[C:29](OC(=O)C)(=[O:31])[CH3:30]. The catalyst is CCOC(C)=O. The product is [C:29]([N:12]1[C:13]2[C:8](=[CH:7][C:6]([C:4](=[O:5])[NH:3][CH2:1][CH3:2])=[CH:15][CH:14]=2)[C@H:9]([NH:18][C:19](=[O:28])[O:20][CH2:21][C:22]2[CH:27]=[CH:26][CH:25]=[CH:24][CH:23]=2)[C@@H:10]([CH3:17])[C@@H:11]1[CH3:16])(=[O:31])[CH3:30]. The yield is 0.710. (2) The reactants are [CH3:1][O:2][C:3]1[CH:4]=[C:5]2[C:10](=[CH:11][C:12]=1[O:13][CH3:14])[N:9]=[CH:8][CH:7]=[C:6]2[O:15][C:16]1[C:22]([CH3:23])=[CH:21][C:19]([NH2:20])=[C:18]([CH3:24])[CH:17]=1.C1(C)C=CC=CC=1.C(N(CC)CC)C.ClC(Cl)(O[C:43](=[O:49])[O:44][C:45](Cl)(Cl)Cl)Cl.[Cl:51][C:52]1[CH:57]=[CH:56][C:55]([S:58][CH2:59][CH2:60]CO)=[C:54]([CH3:63])[CH:53]=1. The catalyst is C(Cl)Cl. The product is [CH3:1][O:2][C:3]1[CH:4]=[C:5]2[C:10](=[CH:11][C:12]=1[O:13][CH3:14])[N:9]=[CH:8][CH:7]=[C:6]2[O:15][C:16]1[C:22]([CH3:23])=[CH:21][C:19]([NH:20][C:43](=[O:49])[O:44][CH2:45][CH2:60][CH2:59][S:58][C:55]2[CH:56]=[CH:57][C:52]([Cl:51])=[CH:53][C:54]=2[CH3:63])=[C:18]([CH3:24])[CH:17]=1. The yield is 0.490. (3) The reactants are Br[CH2:2][C:3]([C:5]1[CH:10]=[CH:9][C:8]([NH:11][S:12]([C:15]([F:18])([F:17])[F:16])(=[O:14])=[O:13])=[CH:7][C:6]=1[Cl:19])=O.[CH2:20]([C:24]1[CH:29]=[C:28]([C:30](=[S:32])[NH2:31])[CH:27]=[CH:26][N:25]=1)[CH:21]([CH3:23])[CH3:22]. The catalyst is C(O)C. The product is [Cl:19][C:6]1[CH:7]=[C:8]([NH:11][S:12]([C:15]([F:18])([F:17])[F:16])(=[O:14])=[O:13])[CH:9]=[CH:10][C:5]=1[C:3]1[N:31]=[C:30]([C:28]2[CH:27]=[CH:26][N:25]=[C:24]([CH2:20][CH:21]([CH3:23])[CH3:22])[CH:29]=2)[S:32][CH:2]=1. The yield is 0.536. (4) The reactants are [F:1][C:2]1[CH:10]=[CH:9][C:5]([C:6]([OH:8])=O)=[C:4]([OH:11])[CH:3]=1.F[P-](F)(F)(F)(F)F.N1(OC(N(C)C)=[N+](C)C)C2C=CC=CC=2N=N1.C(N(C(C)C)C(C)C)C.[CH:45]1[C:57]2[CH:56]([CH2:58][O:59][C:60](=[O:77])[NH:61][C:62]3[CH:67]=[CH:66][C:65]([NH2:68])=[C:64]([O:69][CH2:70][C:71]4[CH:76]=[CH:75][CH:74]=[CH:73][CH:72]=4)[CH:63]=3)[C:55]3[C:50](=[CH:51][CH:52]=[CH:53][CH:54]=3)[C:49]=2[CH:48]=[CH:47][CH:46]=1. The catalyst is CN(C=O)C.CCOC(C)=O. The product is [CH:45]1[C:57]2[CH:56]([CH2:58][O:59][C:60](=[O:77])[NH:61][C:62]3[CH:67]=[CH:66][C:65]([NH:68][C:6](=[O:8])[C:5]4[CH:9]=[CH:10][C:2]([F:1])=[CH:3][C:4]=4[OH:11])=[C:64]([O:69][CH2:70][C:71]4[CH:72]=[CH:73][CH:74]=[CH:75][CH:76]=4)[CH:63]=3)[C:55]3[C:50](=[CH:51][CH:52]=[CH:53][CH:54]=3)[C:49]=2[CH:48]=[CH:47][CH:46]=1. The yield is 0.350. (5) The reactants are [C:1]([C:3]1[C:8]2[N:9]=[CH:10][N:11]([C:12]3[CH:17]=[CH:16][C:15]([NH:18][C:19]([NH:21][C:22]4[CH:27]=[C:26]([C:28]([F:31])([F:30])[F:29])[CH:25]=[C:24]([CH2:32][N:33]5[CH2:38][CH2:37][N:36]([CH3:39])[CH2:35][CH2:34]5)[CH:23]=4)=[O:20])=[CH:14][CH:13]=3)[C:7]=2[CH:6]=[CH:5][N:4]=1)#[N:2].OO.C(=O)([O-])[O-:43].[K+].[K+]. The catalyst is CS(C)=O. The product is [CH3:39][N:36]1[CH2:35][CH2:34][N:33]([CH2:32][C:24]2[CH:23]=[C:22]([NH:21][C:19](=[O:20])[NH:18][C:15]3[CH:16]=[CH:17][C:12]([N:11]4[C:7]5[CH:6]=[CH:5][N:4]=[C:3]([C:1]([NH2:2])=[O:43])[C:8]=5[N:9]=[CH:10]4)=[CH:13][CH:14]=3)[CH:27]=[C:26]([C:28]([F:30])([F:29])[F:31])[CH:25]=2)[CH2:38][CH2:37]1. The yield is 0.450.